From a dataset of Forward reaction prediction with 1.9M reactions from USPTO patents (1976-2016). Predict the product of the given reaction. (1) Given the reactants [Br:1][C:2]1[CH:7]=[CH:6][C:5]([F:8])=[CH:4][C:3]=1[CH2:9][OH:10].CC1C=CC(S([O-])(=O)=O)=CC=1.C1C=C[NH+]=CC=1.[CH:28]([O:30][CH2:31][CH3:32])=[CH2:29].C(=O)(O)[O-].[Na+], predict the reaction product. The product is: [Br:1][C:2]1[CH:7]=[CH:6][C:5]([F:8])=[CH:4][C:3]=1[CH2:9][O:10][CH:28]([O:30][CH2:31][CH3:32])[CH3:29]. (2) Given the reactants [C:1](=O)([S:3][CH2:4][CH2:5][C:6]1[CH:11]=[CH:10][CH:9]=[C:8]([CH2:12][C@H:13]([NH:26][C:27]([O:29][C:30]([CH3:33])([CH3:32])[CH3:31])=[O:28])[C:14]([N:16]([C:18]2[CH:23]=[CH:22][C:21]([O:24][CH3:25])=[CH:20][CH:19]=2)[CH3:17])=[O:15])[CH:7]=1)[CH3:2].[OH-].[K+].C([N:40]1[C:48]2[C:43](=[CH:44][CH:45]=[CH:46][CH:47]=2)[C:42]([CH2:49][C:50]([O:52][CH2:53][CH3:54])=[O:51])=C1CBr)(=O)C.Cl, predict the reaction product. The product is: [C:30]([O:29][C:27]([NH:26][C@H:13]([C:14]([N:16]([C:18]1[CH:23]=[CH:22][C:21]([O:24][CH3:25])=[CH:20][CH:19]=1)[CH3:17])=[O:15])[CH2:12][C:8]1[CH:7]=[C:6]([CH:11]=[CH:10][CH:9]=1)[CH2:5][CH2:4][S:3][CH2:1][C:2]1[NH:40][C:48]2[C:43]([C:42]=1[CH2:49][C:50]([O:52][CH2:53][CH3:54])=[O:51])=[CH:44][CH:45]=[CH:46][CH:47]=2)=[O:28])([CH3:31])([CH3:33])[CH3:32]. (3) Given the reactants [NH2:1][C:2]1[CH:7]=[CH:6][CH:5]=[CH:4][C:3]=1[SH:8].Cl.[N:10]([O-])=O.[Na+].C(=O)([O-])[O-].[K+].[K+], predict the reaction product. The product is: [S:8]1[C:3]2[CH:4]=[CH:5][CH:6]=[CH:7][C:2]=2[N:1]=[N:10]1. (4) Given the reactants [N+:1]([C:4]1[C:12]2[C:11]3[CH:13]=[CH:14][CH:15]=[CH:16][C:10]=3[O:9][C:8]=2[C:7]([OH:17])=[CH:6][CH:5]=1)([O-:3])=[O:2].C(N(CC)CC)C.[S:25](O[S:25]([C:28]([F:31])([F:30])[F:29])(=[O:27])=[O:26])([C:28]([F:31])([F:30])[F:29])(=[O:27])=[O:26], predict the reaction product. The product is: [N+:1]([C:4]1[C:12]2[C:11]3[CH:13]=[CH:14][CH:15]=[CH:16][C:10]=3[O:9][C:8]=2[C:7]([O:17][S:25]([C:28]([F:31])([F:30])[F:29])(=[O:27])=[O:26])=[CH:6][CH:5]=1)([O-:3])=[O:2]. (5) Given the reactants [C:1]([C:5]1[CH:10]=[CH:9][CH:8]=[CH:7][CH:6]=1)(=O)[CH2:2][CH3:3].[CH3:11][N:12]([CH3:32])[CH2:13][CH2:14][CH2:15][N:16]1[CH:21]=[CH:20][C:19]([C:22](=O)[C:23]2[CH:28]=[CH:27][C:26]([OH:29])=[CH:25][CH:24]=2)=[CH:18][C:17]1=[O:31], predict the reaction product. The product is: [CH3:11][N:12]([CH3:32])[CH2:13][CH2:14][CH2:15][N:16]1[CH:21]=[CH:20][C:19]([C:22]([C:23]2[CH:28]=[CH:27][C:26]([OH:29])=[CH:25][CH:24]=2)=[C:1]([C:5]2[CH:10]=[CH:9][CH:8]=[CH:7][CH:6]=2)[CH2:2][CH3:3])=[CH:18][C:17]1=[O:31].